This data is from Forward reaction prediction with 1.9M reactions from USPTO patents (1976-2016). The task is: Predict the product of the given reaction. Given the reactants Br[C:2]1[CH:3]=[CH:4][C:5]2[O:9][C:8]3[CH:10]=[C:11]([S:14]([NH:17][C@@H:18]([CH:26]([CH3:28])[CH3:27])[C:19]([O:21][C:22]([CH3:25])([CH3:24])[CH3:23])=[O:20])(=[O:16])=[O:15])[CH:12]=[CH:13][C:7]=3[C:6]=2[CH:29]=1.[CH3:30][O:31][CH2:32][C:33]#[CH:34], predict the reaction product. The product is: [CH3:30][O:31][CH2:32][C:33]#[C:34][C:2]1[CH:3]=[CH:4][C:5]2[O:9][C:8]3[CH:10]=[C:11]([S:14]([NH:17][C@@H:18]([CH:26]([CH3:28])[CH3:27])[C:19]([O:21][C:22]([CH3:24])([CH3:23])[CH3:25])=[O:20])(=[O:15])=[O:16])[CH:12]=[CH:13][C:7]=3[C:6]=2[CH:29]=1.